This data is from Catalyst prediction with 721,799 reactions and 888 catalyst types from USPTO. The task is: Predict which catalyst facilitates the given reaction. (1) The catalyst class is: 1. Reactant: [CH:1]1([NH:4][C:5]2[C:10]3=[N:11][CH:12]=[C:13]([C:14]#[N:15])[N:9]3[N:8]=[C:7]([S:16][CH3:17])[N:6]=2)[CH2:3][CH2:2]1.[CH3:18][C:19]([O:22][C:23](O[C:23]([O:22][C:19]([CH3:21])([CH3:20])[CH3:18])=[O:24])=[O:24])([CH3:21])[CH3:20].[Li+].C[Si]([N-][Si](C)(C)C)(C)C. Product: [C:19]([O:22][C:23](=[O:24])[N:4]([C:5]1[C:10]2=[N:11][CH:12]=[C:13]([C:14]#[N:15])[N:9]2[N:8]=[C:7]([S:16][CH3:17])[N:6]=1)[CH:1]1[CH2:2][CH2:3]1)([CH3:21])([CH3:20])[CH3:18]. (2) Reactant: [N:1]#[C:2]Br.[F:4][C:5]1[CH:6]=[C:7]([NH2:21])[C:8]([NH:11][C:12]2[C:17]([CH3:18])=[CH:16][C:15]([CH3:19])=[CH:14][C:13]=2[CH3:20])=[CH:9][CH:10]=1. Product: [F:4][C:5]1[CH:10]=[CH:9][C:8]2[N:11]([C:12]3[C:13]([CH3:20])=[CH:14][C:15]([CH3:19])=[CH:16][C:17]=3[CH3:18])[C:2]([NH2:1])=[N:21][C:7]=2[CH:6]=1. The catalyst class is: 8. (3) Reactant: [F:1][C:2]([F:25])([F:24])[C:3]1[CH:12]=[C:11]2[C:6]([CH:7]=[CH:8][N:9]=[C:10]2[NH:13][C:14](=[O:23])[O:15][CH2:16][C:17]2[CH:22]=[CH:21][CH:20]=[CH:19][CH:18]=2)=[CH:5][CH:4]=1.[H-].[Na+].Br[CH2:29][C:30]([O:32][CH3:33])=[O:31]. Product: [CH2:16]([O:15][C:14]([N:13]([C:10]1[C:11]2[C:6](=[CH:5][CH:4]=[C:3]([C:2]([F:24])([F:1])[F:25])[CH:12]=2)[CH:7]=[CH:8][N:9]=1)[CH2:29][C:30]([O:32][CH3:33])=[O:31])=[O:23])[C:17]1[CH:22]=[CH:21][CH:20]=[CH:19][CH:18]=1. The catalyst class is: 3.